The task is: Predict the reactants needed to synthesize the given product.. This data is from Full USPTO retrosynthesis dataset with 1.9M reactions from patents (1976-2016). (1) Given the product [F:22][C:17]1[CH:18]=[CH:19][CH:20]=[CH:21][C:16]=1[CH:2]1[C:3]([C:5]2[CH:6]=[CH:7][C:8]3[O:13][CH2:12][C:11](=[O:14])[NH:10][C:9]=3[CH:15]=2)=[CH:29][C:28]2[C:27](=[CH:26][C:25]([I:24])=[CH:50][CH:49]=2)[S:51]1, predict the reactants needed to synthesize it. The reactants are: Br[CH:2]([C:16]1[CH:21]=[CH:20][CH:19]=[CH:18][C:17]=1[F:22])[C:3]([C:5]1[CH:6]=[CH:7][C:8]2[O:13][CH2:12][C:11](=[O:14])[NH:10][C:9]=2[CH:15]=1)=O.[Br-].[I:24][C:25]1[CH:50]=[CH:49][C:28]([CH2:29][P+](C2C=CC=CC=2)(C2C=CC=CC=2)C2C=CC=CC=2)=[C:27]([SH:51])[CH:26]=1. (2) Given the product [ClH:1].[N:2]12[CH2:7][CH2:6][CH:5]([CH2:8][CH2:9]1)[C@@H:4]([NH:10][C:11]([C:13]1[O:14][C:15]3[C:21]([C:22]4[CH:30]=[CH:29][CH:28]=[C:24]([C:25]([NH:35][CH2:31][CH2:32][CH2:33][CH3:34])=[O:26])[CH:23]=4)=[CH:20][CH:19]=[CH:18][C:16]=3[CH:17]=1)=[O:12])[CH2:3]2, predict the reactants needed to synthesize it. The reactants are: [ClH:1].[N:2]12[CH2:9][CH2:8][CH:5]([CH2:6][CH2:7]1)[C@@H:4]([NH:10][C:11]([C:13]1[O:14][C:15]3[C:21]([C:22]4[CH:23]=[C:24]([CH:28]=[CH:29][CH:30]=4)[C:25](O)=[O:26])=[CH:20][CH:19]=[CH:18][C:16]=3[CH:17]=1)=[O:12])[CH2:3]2.[CH2:31]([NH2:35])[CH2:32][CH2:33][CH3:34].